This data is from Forward reaction prediction with 1.9M reactions from USPTO patents (1976-2016). The task is: Predict the product of the given reaction. Given the reactants [C:1]([O:5][C:6]([N:8]1[CH2:13][CH2:12][CH:11]([CH2:14][N:15]2[CH2:20][CH2:19][NH:18][CH2:17][C:16]2=[O:21])[CH2:10][CH2:9]1)=[O:7])([CH3:4])([CH3:3])[CH3:2].C(N(C(C)C)CC)(C)C.[Cl:31][C:32]1[CH:33]=[CH:34][C:35]2[CH:39]=[C:38]([S:40](Cl)(=[O:42])=[O:41])[S:37][C:36]=2[CH:44]=1, predict the reaction product. The product is: [C:1]([O:5][C:6]([N:8]1[CH2:13][CH2:12][CH:11]([CH2:14][N:15]2[CH2:20][CH2:19][N:18]([S:40]([C:38]3[S:37][C:36]4[CH:44]=[C:32]([Cl:31])[CH:33]=[CH:34][C:35]=4[CH:39]=3)(=[O:42])=[O:41])[CH2:17][C:16]2=[O:21])[CH2:10][CH2:9]1)=[O:7])([CH3:4])([CH3:2])[CH3:3].